Dataset: Catalyst prediction with 721,799 reactions and 888 catalyst types from USPTO. Task: Predict which catalyst facilitates the given reaction. Reactant: O.C1(C)C=CC(S(O)(=O)=O)=CC=1.[CH2:13]([OH:16])[CH2:14][OH:15].[Cl:17][C:18]1[N:23]=[CH:22][C:21]([NH:24]C(=O)OC(C)(C)C)=[C:20]([C:32](=O)[CH2:33][CH3:34])[CH:19]=1. Product: [Cl:17][C:18]1[N:23]=[CH:22][C:21]([NH2:24])=[C:20]([C:32]2([CH2:33][CH3:34])[O:16][CH2:13][CH2:14][O:15]2)[CH:19]=1. The catalyst class is: 133.